From a dataset of Full USPTO retrosynthesis dataset with 1.9M reactions from patents (1976-2016). Predict the reactants needed to synthesize the given product. (1) Given the product [F:29][C:25]1[C:26]([F:28])=[CH:27][C:22]([C:19]2[CH:20]=[CH:21][C:16]([O:15][CH2:14][CH:10]3[CH2:11][CH2:12][CH2:13][NH:8][CH2:9]3)=[CH:17][CH:18]=2)=[C:23]([O:30][CH3:31])[CH:24]=1, predict the reactants needed to synthesize it. The reactants are: C(OC([N:8]1[CH2:13][CH2:12][CH2:11][CH:10]([CH2:14][O:15][C:16]2[CH:21]=[CH:20][C:19]([C:22]3[CH:27]=[C:26]([F:28])[C:25]([F:29])=[CH:24][C:23]=3[O:30][CH3:31])=[CH:18][CH:17]=2)[CH2:9]1)=O)(C)(C)C.Cl. (2) Given the product [CH2:15]([O:4][C:3]1[CH:10]=[CH:9][C:7]([OH:8])=[CH:6][CH:5]=1)[CH2:14][CH:13]=[CH2:12], predict the reactants needed to synthesize it. The reactants are: [OH-].[K+].[C:3]1([CH:10]=[CH:9][C:7]([OH:8])=[CH:6][CH:5]=1)[OH:4].Br[CH2:12][CH2:13][CH:14]=[CH2:15]. (3) Given the product [CH3:16][C:17]1[CH:24]=[CH:23][C:20]([CH2:21][NH:22][S:2]([CH:5]2[CH2:8][N:7]([C:9]([O:11][C:12]([CH3:15])([CH3:14])[CH3:13])=[O:10])[CH2:6]2)(=[O:4])=[O:3])=[CH:19][CH:18]=1, predict the reactants needed to synthesize it. The reactants are: Cl[S:2]([CH:5]1[CH2:8][N:7]([C:9]([O:11][C:12]([CH3:15])([CH3:14])[CH3:13])=[O:10])[CH2:6]1)(=[O:4])=[O:3].[CH3:16][C:17]1[CH:24]=[CH:23][C:20]([CH2:21][NH2:22])=[CH:19][CH:18]=1. (4) The reactants are: [H-].[Na+].[OH:3][CH2:4][C:5]1[CH:12]=[CH:11][C:8]([CH:9]=[O:10])=[CH:7][CH:6]=1.I[CH3:14].O. Given the product [CH3:14][O:10][CH2:9][C:8]1[CH:11]=[CH:12][C:5]([CH:4]=[O:3])=[CH:6][CH:7]=1, predict the reactants needed to synthesize it. (5) The reactants are: S(=O)(=O)(O)O.[Br:6][C:7]1[CH:8]=[C:9]([CH:13]=[C:14]([C:16]([F:19])([F:18])[F:17])[CH:15]=1)[C:10]([OH:12])=[O:11].[CH3:20]O. Given the product [Br:6][C:7]1[CH:8]=[C:9]([CH:13]=[C:14]([C:16]([F:17])([F:18])[F:19])[CH:15]=1)[C:10]([O:12][CH3:20])=[O:11], predict the reactants needed to synthesize it. (6) Given the product [CH2:1]([S:3]([NH:6][CH2:7][C:8]1[CH:13]=[CH:12][C:11]([CH:14]([CH3:18])[C:15]([NH:33][CH2:32][C:31]2[C:26]([C:22]3[CH:21]=[C:20]([CH3:38])[CH:25]=[CH:24][CH:23]=3)=[N:27][C:28]([C:34]([F:37])([F:35])[F:36])=[CH:29][CH:30]=2)=[O:17])=[CH:10][C:9]=1[F:19])(=[O:4])=[O:5])[CH3:2], predict the reactants needed to synthesize it. The reactants are: [CH2:1]([S:3]([NH:6][CH2:7][C:8]1[CH:13]=[CH:12][C:11]([CH:14]([CH3:18])[C:15]([OH:17])=O)=[CH:10][C:9]=1[F:19])(=[O:5])=[O:4])[CH3:2].[C:20]1([CH3:38])[CH:25]=[CH:24][CH:23]=[C:22]([C:26]2[C:31]([CH2:32][NH2:33])=[CH:30][CH:29]=[C:28]([C:34]([F:37])([F:36])[F:35])[N:27]=2)[CH:21]=1.ON1C2C=CC=CC=2N=N1.CN(C)CCCN=C=NCC.C(N(CC)CC)C.